Dataset: Merck oncology drug combination screen with 23,052 pairs across 39 cell lines. Task: Regression. Given two drug SMILES strings and cell line genomic features, predict the synergy score measuring deviation from expected non-interaction effect. (1) Drug 1: COc1cc(C2c3cc4c(cc3C(OC3OC5COC(C)OC5C(O)C3O)C3COC(=O)C23)OCO4)cc(OC)c1O. Drug 2: CCN(CC)CCNC(=O)c1c(C)[nH]c(C=C2C(=O)Nc3ccc(F)cc32)c1C. Cell line: ZR751. Synergy scores: synergy=9.44. (2) Drug 1: O=S1(=O)NC2(CN1CC(F)(F)F)C1CCC2Cc2cc(C=CCN3CCC(C(F)(F)F)CC3)ccc2C1. Drug 2: COc1cc(C2c3cc4c(cc3C(OC3OC5COC(C)OC5C(O)C3O)C3COC(=O)C23)OCO4)cc(OC)c1O. Cell line: NCIH2122. Synergy scores: synergy=-1.62. (3) Cell line: UWB1289. Synergy scores: synergy=-5.48. Drug 1: CN(C)C(=N)N=C(N)N. Drug 2: Cn1cc(-c2cnn3c(N)c(Br)c(C4CCCNC4)nc23)cn1. (4) Drug 1: CCN(CC)CCNC(=O)c1c(C)[nH]c(C=C2C(=O)Nc3ccc(F)cc32)c1C. Drug 2: COC1CC2CCC(C)C(O)(O2)C(=O)C(=O)N2CCCCC2C(=O)OC(C(C)CC2CCC(OP(C)(C)=O)C(OC)C2)CC(=O)C(C)C=C(C)C(O)C(OC)C(=O)C(C)CC(C)C=CC=CC=C1C. Cell line: NCIH520. Synergy scores: synergy=19.2. (5) Drug 1: COC12C(COC(N)=O)C3=C(C(=O)C(C)=C(N)C3=O)N1CC1NC12. Drug 2: CNC(=O)c1cc(Oc2ccc(NC(=O)Nc3ccc(Cl)c(C(F)(F)F)c3)cc2)ccn1. Cell line: A375. Synergy scores: synergy=-12.1. (6) Drug 1: O=c1[nH]cc(F)c(=O)[nH]1. Drug 2: CC1(c2nc3c(C(N)=O)cccc3[nH]2)CCCN1. Cell line: SKMEL30. Synergy scores: synergy=-36.5. (7) Drug 1: NC1(c2ccc(-c3nc4ccn5c(=O)[nH]nc5c4cc3-c3ccccc3)cc2)CCC1. Drug 2: C#Cc1cccc(Nc2ncnc3cc(OCCOC)c(OCCOC)cc23)c1. Cell line: UWB1289BRCA1. Synergy scores: synergy=52.4. (8) Drug 1: COc1cccc2c1C(=O)c1c(O)c3c(c(O)c1C2=O)CC(O)(C(=O)CO)CC3OC1CC(N)C(O)C(C)O1. Drug 2: N#Cc1ccc(Cn2cncc2CN2CCN(c3cccc(Cl)c3)C(=O)C2)cc1. Cell line: HCT116. Synergy scores: synergy=-7.12. (9) Drug 1: CC(C)CC(NC(=O)C(Cc1ccccc1)NC(=O)c1cnccn1)B(O)O. Drug 2: Cn1c(=O)n(-c2ccc(C(C)(C)C#N)cc2)c2c3cc(-c4cnc5ccccc5c4)ccc3ncc21. Cell line: UWB1289BRCA1. Synergy scores: synergy=11.8. (10) Drug 1: COC1CC2CCC(C)C(O)(O2)C(=O)C(=O)N2CCCCC2C(=O)OC(C(C)CC2CCC(OP(C)(C)=O)C(OC)C2)CC(=O)C(C)C=C(C)C(O)C(OC)C(=O)C(C)CC(C)C=CC=CC=C1C. Drug 2: Cn1c(=O)n(-c2ccc(C(C)(C)C#N)cc2)c2c3cc(-c4cnc5ccccc5c4)ccc3ncc21. Cell line: COLO320DM. Synergy scores: synergy=53.1.